Dataset: CYP2C9 inhibition data for predicting drug metabolism from PubChem BioAssay. Task: Regression/Classification. Given a drug SMILES string, predict its absorption, distribution, metabolism, or excretion properties. Task type varies by dataset: regression for continuous measurements (e.g., permeability, clearance, half-life) or binary classification for categorical outcomes (e.g., BBB penetration, CYP inhibition). Dataset: cyp2c9_veith. The molecule is COc1c2occc2cc2ccc(=O)oc12. The result is 0 (non-inhibitor).